The task is: Predict the product of the given reaction.. This data is from Forward reaction prediction with 1.9M reactions from USPTO patents (1976-2016). (1) The product is: [Cl:1][C:2]1[C:3]([N+:13]([O-:15])=[O:14])=[C:4]2[C:9](=[CH:10][CH:11]=1)[C:8](=[O:12])[N:19]([CH2:18][CH2:16][OH:17])[CH:6]=[CH:5]2. Given the reactants [Cl:1][C:2]1[C:3]([N+:13]([O-:15])=[O:14])=[C:4]2[C:9](=[CH:10][CH:11]=1)[C:8](=[O:12])O[CH:6]=[CH:5]2.[CH2:16]([CH2:18][NH2:19])[OH:17].C(N(CC)CC)C.CO, predict the reaction product. (2) Given the reactants Cl[C:2]1[C:7]([C:8]2[N:13]=[CH:12][N:11]3[N:14]=[CH:15][C:16]([C:17]([O:19][CH2:20][CH3:21])=[O:18])=[C:10]3[CH:9]=2)=[CH:6][CH:5]=[CH:4][N:3]=1.Br[C:23]1[CH:28]=[CH:27][CH:26]=[C:25]([CH:29]([F:31])[F:30])[N:24]=1, predict the reaction product. The product is: [F:30][CH:29]([F:31])[C:25]1[N:24]=[C:23]([C:2]2[C:7]([C:8]3[CH:9]=[CH:10][N:11]4[N:14]=[CH:15][C:16]([C:17]([O:19][CH2:20][CH3:21])=[O:18])=[C:12]4[N:13]=3)=[CH:6][CH:5]=[CH:4][N:3]=2)[CH:28]=[CH:27][CH:26]=1. (3) Given the reactants Br[C:2]1[C:9]([CH3:10])=[CH:8][C:5]([C:6]#[N:7])=[CH:4][C:3]=1[CH2:11][CH3:12].[CH2:13]([O:15][CH:16]([O:19]CC)[CH:17]=[CH2:18])[CH3:14], predict the reaction product. The product is: [CH2:13]([O:15][C:16](=[O:19])[CH2:17][CH2:18][C:2]1[C:9]([CH3:10])=[CH:8][C:5]([C:6]#[N:7])=[CH:4][C:3]=1[CH2:11][CH3:12])[CH3:14]. (4) Given the reactants C(C1C=C([CH2+]=NC2C=C[C:15]([O:16]C3C=CN=C(C(NC)=O)C=3)=[CH:14]C=2F)N(C2C=CC=C(CO)C=2)N=1)(C)(C)C.[C:38]([C:42]1[CH:46]=[C:45]([NH:47][C:48]([NH:50][C:51]2[CH:67]=[CH:66][C:54]([O:55][C:56]3[CH:61]=[CH:60][N:59]=[C:58]([C:62]([NH:64][CH3:65])=[O:63])[CH:57]=3)=[CH:53][C:52]=2[F:68])=[O:49])[N:44]([C:69]2[CH:74]=[CH:73][CH:72]=[C:71]([CH2:75][OH:76])[CH:70]=2)[N:43]=1)([CH3:41])([CH3:40])[CH3:39].C(Cl)(=O)C, predict the reaction product. The product is: [C:15]([O:76][CH2:75][C:71]1[CH:72]=[CH:73][CH:74]=[C:69]([N:44]2[C:45]([NH:47][C:48](=[O:49])[NH:50][C:51]3[CH:67]=[CH:66][C:54]([O:55][C:56]4[CH:61]=[CH:60][N:59]=[C:58]([C:62](=[O:63])[NH:64][CH3:65])[CH:57]=4)=[CH:53][C:52]=3[F:68])=[CH:46][C:42]([C:38]([CH3:41])([CH3:39])[CH3:40])=[N:43]2)[CH:70]=1)(=[O:16])[CH3:14]. (5) Given the reactants NC1C=CC=CC=1.C(=O)([O-])[O-].[K+].[K+].C(O)C.[I-].[CH2:18]([N+:25]1(C)[CH2:30][CH2:29][C:28](=[O:31])[CH2:27][CH2:26]1)[C:19]1[CH:24]=[CH:23][CH:22]=[CH:21]C=1, predict the reaction product. The product is: [C:18]1([N:25]2[CH2:26][CH2:27][C:28](=[O:31])[CH2:29][CH2:30]2)[CH:19]=[CH:24][CH:23]=[CH:22][CH:21]=1. (6) Given the reactants [Cl:1][C:2]1[C:7](=[O:8])[N:6]([CH3:9])[CH:5]=[C:4]([NH:10][CH:11]([C:29]2[CH:34]=[CH:33][C:32]([Cl:35])=[CH:31][CH:30]=2)[C:12]2[C:13]([C:24]([O:26]CC)=[O:25])=[N:14][N:15]([CH:21]3[CH2:23][CH2:22]3)[C:16]=2[C:17]([F:20])([F:19])[F:18])[CH:3]=1.[OH-].[Na+], predict the reaction product. The product is: [Cl:1][C:2]1[C:7](=[O:8])[N:6]([CH3:9])[CH:5]=[C:4]([NH:10][CH:11]([C:29]2[CH:34]=[CH:33][C:32]([Cl:35])=[CH:31][CH:30]=2)[C:12]2[C:13]([C:24]([OH:26])=[O:25])=[N:14][N:15]([CH:21]3[CH2:23][CH2:22]3)[C:16]=2[C:17]([F:19])([F:18])[F:20])[CH:3]=1. (7) The product is: [OH:8][C:5]1[CH:6]=[CH:7][C:2]([NH:1][C:29]([C:26]2[CH:25]=[CH:24][C:23]([C:20]3[CH:21]=[CH:22][C:17]([O:16][CH2:9][CH2:10][CH2:11][CH2:12][CH2:13][CH2:14][CH3:15])=[CH:18][CH:19]=3)=[CH:28][CH:27]=2)=[O:30])=[CH:3][CH:4]=1. Given the reactants [NH2:1][C:2]1[CH:7]=[CH:6][C:5]([OH:8])=[CH:4][CH:3]=1.[CH2:9]([O:16][C:17]1[CH:22]=[CH:21][C:20]([C:23]2[CH:28]=[CH:27][C:26]([C:29](O)=[O:30])=[CH:25][CH:24]=2)=[CH:19][CH:18]=1)[CH2:10][CH2:11][CH2:12][CH2:13][CH2:14][CH3:15], predict the reaction product. (8) The product is: [F:24][C:7]1[CH:6]=[CH:5][C:4]2[N:3]=[C:2]([NH:25][C:26]3[CH:31]=[CH:30][C:29]([C:32]([N:34]4[CH2:35][CH2:36][CH2:37][CH2:38]4)=[O:33])=[CH:28][CH:27]=3)[C:11]3[NH:12][N:13]=[CH:14][C:10]=3[C:9]=2[CH:8]=1. Given the reactants Cl[C:2]1[C:11]2=[N:12][N:13](CC3C=CC(OC)=CC=3)[CH:14]=[C:10]2[C:9]2[CH:8]=[C:7]([F:24])[CH:6]=[CH:5][C:4]=2[N:3]=1.[NH2:25][C:26]1[CH:31]=[CH:30][C:29]([C:32]([N:34]2[CH2:38][CH2:37][CH2:36][CH2:35]2)=[O:33])=[CH:28][CH:27]=1.Cl, predict the reaction product. (9) Given the reactants [O:1]1[C:5]2[CH:6]=[CH:7][C:8]([N:10]3[C:19]4[C:14](=[CH:15][CH:16]=[CH:17][CH:18]=4)[N:13]=[C:12]([C:20](O)=[O:21])[C:11]3=[O:23])=[CH:9][C:4]=2[O:3][CH2:2]1.C(Cl)(=O)C([Cl:27])=O.CN(C)C=O, predict the reaction product. The product is: [O:1]1[C:5]2[CH:6]=[CH:7][C:8]([N:10]3[C:19]4[C:14](=[CH:15][CH:16]=[CH:17][CH:18]=4)[N:13]=[C:12]([C:20]([Cl:27])=[O:21])[C:11]3=[O:23])=[CH:9][C:4]=2[O:3][CH2:2]1. (10) Given the reactants O[CH2:2][C:3]1[CH:4]=[CH:5][C:6](/[CH:18]=[CH:19]/[C:20]2[C:28]3[C:23](=[CH:24][CH:25]=[CH:26][CH:27]=3)[NH:22][N:21]=2)=[C:7]([NH:9][C:10]([C:12]2[S:13][CH:14]=[CH:15][C:16]=2[CH3:17])=[O:11])[CH:8]=1.C1(P(C2C=CC=CC=2)C2C=CC=CC=2)C=CC=CC=1.C(Br)(Br)(Br)[Br:49].C(OCC)(=O)C, predict the reaction product. The product is: [NH:22]1[C:23]2[C:28](=[CH:27][CH:26]=[CH:25][CH:24]=2)[C:20](/[CH:19]=[CH:18]/[C:6]2[CH:5]=[CH:4][C:3]([CH2:2][Br:49])=[CH:8][C:7]=2[NH:9][C:10]([C:12]2[S:13][CH:14]=[CH:15][C:16]=2[CH3:17])=[O:11])=[N:21]1.